Dataset: Peptide-MHC class I binding affinity with 185,985 pairs from IEDB/IMGT. Task: Regression. Given a peptide amino acid sequence and an MHC pseudo amino acid sequence, predict their binding affinity value. This is MHC class I binding data. The peptide sequence is VLYCVHQEI. The MHC is HLA-A68:02 with pseudo-sequence HLA-A68:02. The binding affinity (normalized) is 0.496.